From a dataset of hERG potassium channel inhibition data for cardiac toxicity prediction from Karim et al.. Regression/Classification. Given a drug SMILES string, predict its toxicity properties. Task type varies by dataset: regression for continuous values (e.g., LD50, hERG inhibition percentage) or binary classification for toxic/non-toxic outcomes (e.g., AMES mutagenicity, cardiotoxicity, hepatotoxicity). Dataset: herg_karim. The molecule is Cc1cn(-c2ccc(Nc3cccc4c3nc(-c3ccc(F)cc3)n4C)cc2F)cn1. The result is 0 (non-blocker).